This data is from Reaction yield outcomes from USPTO patents with 853,638 reactions. The task is: Predict the reaction yield, written as a fraction of the theoretical maximum amount of product (1.0 means a 100% yield; for example, 0.34 means a 34% yield). (1) The reactants are [F:1][C:2]1[CH:7]=[CH:6][C:5]([N:8]2[C:16]3[CH:15]=[C:14]4[CH2:17][CH2:18][CH2:19][CH:20]5[CH2:25][C:24]([O:30][Si:31]([CH2:36][CH3:37])([CH2:34][CH3:35])[CH2:32][CH3:33])([C:26]([F:29])([F:28])[F:27])[CH2:23][CH2:22][C:21]5([CH:38]=[O:39])[C:13]4=[CH:12][C:11]=3[CH:10]=[N:9]2)=[CH:4][CH:3]=1.P([O-])(O)(O)=[O:41].[Na+].CC(=CC)C.Cl([O-])=O.[Na+]. The catalyst is O.C(O)(C)(C)C. The product is [F:1][C:2]1[CH:7]=[CH:6][C:5]([N:8]2[C:16]3[CH:15]=[C:14]4[CH2:17][CH2:18][CH2:19][CH:20]5[CH2:25][C:24]([O:30][Si:31]([CH2:36][CH3:37])([CH2:32][CH3:33])[CH2:34][CH3:35])([C:26]([F:29])([F:27])[F:28])[CH2:23][CH2:22][C:21]5([C:38]([OH:41])=[O:39])[C:13]4=[CH:12][C:11]=3[CH:10]=[N:9]2)=[CH:4][CH:3]=1. The yield is 0.720. (2) The reactants are C([O:4][CH:5]([CH:9]([O:32]C(=O)C)[C:10]([NH:12][CH2:13][C:14]1[CH:27]=[CH:26][C:25]2[O:24][C:23]3[C:18]4=[C:19]([C:28](=[O:31])[NH:29][N:30]=[C:17]4[C:16]=2[CH:15]=1)[CH:20]=[CH:21][CH:22]=3)=[O:11])[C:6]([OH:8])=[O:7])(=O)C.[OH-].[Na+]. The catalyst is O.O1CCOCC1. The product is [OH:4][CH:5]([CH:9]([OH:32])[C:10]([NH:12][CH2:13][C:14]1[CH:27]=[CH:26][C:25]2[O:24][C:23]3[C:18]4=[C:19]([C:28](=[O:31])[NH:29][N:30]=[C:17]4[C:16]=2[CH:15]=1)[CH:20]=[CH:21][CH:22]=3)=[O:11])[C:6]([OH:8])=[O:7]. The yield is 0.250. (3) The catalyst is C1COCC1. The reactants are [Cl:1][C:2]1[C:14]([Cl:15])=[CH:13][C:12]([Cl:16])=[C:11]2[C:3]=1[C:4]1[CH2:5][CH2:6][CH2:7][C:8](=[O:17])[C:9]=1[NH:10]2.[C:18]([Si](C)(C)C)([F:21])([F:20])[F:19].[F-].[Cs+]. The product is [Cl:1][C:2]1[C:14]([Cl:15])=[CH:13][C:12]([Cl:16])=[C:11]2[C:3]=1[C:4]1[CH2:5][CH2:6][CH2:7][C:8]([C:18]([F:21])([F:20])[F:19])([OH:17])[C:9]=1[NH:10]2. The yield is 0.320.